From a dataset of Reaction yield outcomes from USPTO patents with 853,638 reactions. Predict the reaction yield, written as a fraction of the theoretical maximum amount of product (1.0 means a 100% yield; for example, 0.34 means a 34% yield). (1) The reactants are [Cl:1][C:2]1[C:11]2[C:6](=[CH:7][CH:8]=[C:9]([Br:12])[CH:10]=2)[N:5]=[CH:4][N:3]=1.[CH2:13]([O:20][C:21]1[CH:27]=[CH:26][C:24]([NH2:25])=[CH:23][CH:22]=1)[C:14]1[CH:19]=[CH:18][CH:17]=[CH:16][CH:15]=1. The catalyst is CC(O)C. The product is [ClH:1].[CH2:13]([O:20][C:21]1[CH:22]=[CH:23][C:24]([NH:25][C:2]2[C:11]3[C:6](=[CH:7][CH:8]=[C:9]([Br:12])[CH:10]=3)[N:5]=[CH:4][N:3]=2)=[CH:26][CH:27]=1)[C:14]1[CH:15]=[CH:16][CH:17]=[CH:18][CH:19]=1. The yield is 0.880. (2) The reactants are [N:1]1([CH2:7][CH2:8][O:9][N:10]=C(C2C=CC=CC=2)C2C=CC=CC=2)[CH2:6][CH2:5][O:4][CH2:3][CH2:2]1.[ClH:24]. No catalyst specified. The product is [ClH:24].[ClH:24].[N:1]1([CH2:7][CH2:8][O:9][NH2:10])[CH2:6][CH2:5][O:4][CH2:3][CH2:2]1. The yield is 0.630. (3) The reactants are [CH3:1][O:2][C:3]1[CH:8]=[CH:7][C:6]([C:9]([C:50]2[CH:55]=[CH:54][C:53]([O:56][CH3:57])=[CH:52][CH:51]=2)([C:44]2[CH:49]=[CH:48][CH:47]=[CH:46][CH:45]=2)[O:10][CH2:11][C@H:12]2[N:16]([C:17]([O:19][CH2:20][CH2:21][NH:22][CH2:23][CH2:24][C:25]3[CH:30]=[CH:29][C:28]([N:31]=[N:32][C:33]4[CH:38]=[CH:37][C:36]([N+:39]([O-:41])=[O:40])=[CH:35][C:34]=4[Cl:42])=[CH:27][CH:26]=3)=[O:18])[CH2:15][C@H:14]([OH:43])[CH2:13]2)=[CH:5][CH:4]=1.C(N(CC)C(C)C)(C)C.[CH:67]([N:70]([CH:78]([CH3:80])[CH3:79])[P:71](Cl)[O:72][CH2:73][CH2:74][C:75]#[N:76])([CH3:69])[CH3:68].C(=O)(O)[O-].[Na+]. The catalyst is C(Cl)Cl.CO. The product is [CH3:1][O:2][C:3]1[CH:8]=[CH:7][C:6]([C:9]([C:50]2[CH:51]=[CH:52][C:53]([O:56][CH3:57])=[CH:54][CH:55]=2)([C:44]2[CH:49]=[CH:48][CH:47]=[CH:46][CH:45]=2)[O:10][CH2:11][C@@H:12]2[CH2:13][C@@H:14]([O:43][P:71]([N:70]([CH:78]([CH3:80])[CH3:79])[CH:67]([CH3:68])[CH3:69])[O:72][CH2:73][CH2:74][C:75]#[N:76])[CH2:15][N:16]2[C:17]([O:19][CH2:20][CH2:21][NH:22][CH2:23][CH2:24][C:25]2[CH:26]=[CH:27][C:28]([N:31]=[N:32][C:33]3[CH:38]=[CH:37][C:36]([N+:39]([O-:41])=[O:40])=[CH:35][C:34]=3[Cl:42])=[CH:29][CH:30]=2)=[O:18])=[CH:5][CH:4]=1. The yield is 0.930. (4) The reactants are [Cl:1][C:2]1[C:3]2[CH:13]=[CH:12][CH:11]=[CH:10][C:4]=2[S:5][C:6]=1[C:7](O)=[O:8].[H-].[H-].[H-].[H-].[Li+].[Al+3]. The catalyst is C1COCC1. The product is [Cl:1][C:2]1[C:3]2[CH:13]=[CH:12][CH:11]=[CH:10][C:4]=2[S:5][C:6]=1[CH2:7][OH:8]. The yield is 0.460. (5) The reactants are [F:1][C:2]1[CH:7]=[CH:6][CH:5]=[C:4]([F:8])[C:3]=1[N:9]1[C:14]2[N:15]=[C:16]([NH:27][CH2:28][CH2:29][NH2:30])[N:17]=[C:18]([C:19]3[CH:24]=[CH:23][C:22]([F:25])=[CH:21][C:20]=3[CH3:26])[C:13]=2[CH:12]=[CH:11][C:10]1=[O:31].[CH2:32]([N:34]=[C:35]=[O:36])[CH3:33]. The catalyst is C1COCC1.C(Cl)Cl. The product is [F:1][C:2]1[CH:7]=[CH:6][CH:5]=[C:4]([F:8])[C:3]=1[N:9]1[C:14]2[N:15]=[C:16]([NH:27][CH2:28][CH2:29][NH:30][C:35]([NH:34][CH2:32][CH3:33])=[O:36])[N:17]=[C:18]([C:19]3[CH:24]=[CH:23][C:22]([F:25])=[CH:21][C:20]=3[CH3:26])[C:13]=2[CH:12]=[CH:11][C:10]1=[O:31]. The yield is 0.604. (6) The reactants are [F:1][C:2]1[CH:7]=[CH:6][CH:5]=[C:4]([F:8])[C:3]=1[OH:9].[C:10](=O)([O-])[O-].[K+].[K+].CI. The catalyst is CC(C)=O. The product is [F:1][C:2]1[CH:7]=[CH:6][CH:5]=[C:4]([F:8])[C:3]=1[O:9][CH3:10]. The yield is 0.779. (7) The yield is 0.710. The product is [O:13]1[CH2:14][CH2:15][N:10]([C:4]2[CH:5]=[C:6]([N:10]3[CH2:15][CH2:14][O:13][CH2:12][CH2:11]3)[N:7]=[C:2]([NH2:1])[N:3]=2)[CH2:11][CH2:12]1. The catalyst is CC(N(C)C)=O.CCOC(C)=O. The reactants are [NH2:1][C:2]1[N:7]=[C:6](Cl)[CH:5]=[C:4](Cl)[N:3]=1.[NH:10]1[CH2:15][CH2:14][O:13][CH2:12][CH2:11]1.